From a dataset of Forward reaction prediction with 1.9M reactions from USPTO patents (1976-2016). Predict the product of the given reaction. Given the reactants [Br:1][C:2]1[CH:7]=[CH:6][C:5]([CH2:8][C:9]([CH3:11])=[O:10])=[CH:4][CH:3]=1.[Cl:12][C:13]1[CH:20]=[C:19]([Cl:21])[CH:18]=[CH:17][C:14]=1[CH:15]=O, predict the reaction product. The product is: [Br:1][C:2]1[CH:3]=[CH:4][C:5]([C:8](=[CH:15][C:14]2[CH:17]=[CH:18][C:19]([Cl:21])=[CH:20][C:13]=2[Cl:12])[C:9](=[O:10])[CH3:11])=[CH:6][CH:7]=1.